Dataset: Reaction yield outcomes from USPTO patents with 853,638 reactions. Task: Predict the reaction yield, written as a fraction of the theoretical maximum amount of product (1.0 means a 100% yield; for example, 0.34 means a 34% yield). (1) The reactants are Br.C([O-])(O)=O.[Na+].[Cl:7][C:8]1[N:13]=[N:12][C:11]([NH2:14])=[CH:10][CH:9]=1.[CH3:15][CH2:16]O. The catalyst is BrCC(OC)OC. The product is [Cl:7][C:8]1[CH:9]=[CH:10][C:11]2[N:12]([CH:15]=[CH:16][N:14]=2)[N:13]=1. The yield is 0.500. (2) The catalyst is C(Cl)(Cl)Cl. The product is [CH3:15][C@@:16]12[C@H:26]3[C@@H:27]([OH:40])[CH2:28][C@:29]4([CH3:39])[C@@:33]([OH:38])([C:34]([CH2:36][OH:37])=[O:35])[CH2:32][CH2:31][C@H:30]4[C@@H:25]3[CH2:24][CH2:23][C:22]1=[CH:21][C:19](=[O:20])[CH2:18][CH2:17]2.[Cl:1][CH2:2][CH2:3][CH2:4][C:5]([O-:6])=[O:20]. The reactants are [Cl:1][CH2:2][CH2:3][CH2:4][C:5](Cl)=[O:6].C(N(CC)CC)C.[CH3:15][C@@:16]12[C@H:26]3[C@@H:27]([OH:40])[CH2:28][C@:29]4([CH3:39])[C@@:33]([OH:38])([C:34]([CH2:36][OH:37])=[O:35])[CH2:32][CH2:31][C@H:30]4[C@@H:25]3[CH2:24][CH2:23][C:22]1=[CH:21][C:19](=[O:20])[CH2:18][CH2:17]2. The yield is 0.530.